The task is: Binary Classification. Given two protein amino acid sequences, predict whether they physically interact or not.. This data is from Human Reference Interactome with 51,813 positive PPI pairs across 8,248 proteins, plus equal number of experimentally-validated negative pairs. (1) Protein 1 (ENSG00000131981) has sequence MADNFSLHDALSGSGNPNPQGWPGAWGNQPAGAGGYPGASYPGAYPGQAPPGAYPGQAPPGAYPGAPGAYPGAPAPGVYPGPPSGPGAYPSSGQPSATGAYPATGPYGAPAGPLIVPYNLPLPGGVVPRMLITILGTVKPNANRIALDFQRGNDVAFHFNPRFNENNRRVIVCNTKLDNNWGREERQSVFPFESGKPFKIQVLVEPDHFKVAVNDAHLLQYNHRVKKLNEISKLGISGDIDLTSASYTMI*MADNFSLHDALSGSGNPNPQGWPGAWGNQPAGAGGYPGASYPGAYPGQA.... Protein 2 (ENSG00000189184) has sequence MHQMNAKMHFRFVFALLIVSFNHDVLGKNLKYRIYEEQRVGSVIARLSEDVADVLLKLPNPSTVRFRAMQRGNSPLLVVNEDNGEISIGATIDREQLCQKNLNCSIEFDVITLPTEHLQLFHIEVEVLDINDNSPQFSRSLIPIEISESAAVGTRIPLDSAFDPDVGENSLHTYSLSANDFFNIEVRTRTDGAKYAELIVVRELDRELKSSYELQLTASDMGVPQRSGSSILKISISDSNDNSPAFEQQSYIIQLLENSPVGTLLLDLNATDPDEGANGKIVYSFSSHVSPKIMETFKID.... Result: 0 (the proteins do not interact). (2) Protein 1 (ENSG00000120306) has sequence MNQENPPPYPGPGPTAPYPPYPPQPMGPGPMGGPYPPPQGYPYQGYPQYGWQGGPQEPPKTTVYVVEDQRRDELGPSTCLTACWTALCCCCLWDMLT*MNQENPPPYPGPGPTAPYPPYPPQPMGPGPMGGPYPPPQGYPYQGYPQYGWQGGPQEPPKTTVYVIERERKMDSGCQAVLAACWAALCCCCLLDNLN*. Protein 2 (ENSG00000154102) has sequence MGLKMSCLKGFQMCVSSSSSSHDEAPVLNDKHLDVPDIIITPPTPTGMMLPRDLGSTVWLDETGSCPDDGEIDPEA*MGLKMSCLKVWLDETGSCPDDGEIDPEA*MCVSSSSSSHDEAPVLNDKHLDVPDIIITPPTPTGMMLPRDLGSTVWLDETGSCPDDGEIDPEA*MMLPRDLGSTVWLDETGSCPDDGEIDPEA*MGLKMSCLKGFQMCVSSSSSSHDEAPVLNDKHLDVPDIIITPPTPTGMMLPRDLGSTGWTNQDANPRQLWNTNICQ*. Result: 0 (the proteins do not interact).